From a dataset of NCI-60 drug combinations with 297,098 pairs across 59 cell lines. Regression. Given two drug SMILES strings and cell line genomic features, predict the synergy score measuring deviation from expected non-interaction effect. (1) Drug 1: CC1OCC2C(O1)C(C(C(O2)OC3C4COC(=O)C4C(C5=CC6=C(C=C35)OCO6)C7=CC(=C(C(=C7)OC)O)OC)O)O. Drug 2: CCC1=C2N=C(C=C(N2N=C1)NCC3=C[N+](=CC=C3)[O-])N4CCCCC4CCO. Cell line: SW-620. Synergy scores: CSS=67.2, Synergy_ZIP=0.737, Synergy_Bliss=-0.618, Synergy_Loewe=-6.87, Synergy_HSA=0.691. (2) Drug 1: CNC(=O)C1=CC=CC=C1SC2=CC3=C(C=C2)C(=NN3)C=CC4=CC=CC=N4. Drug 2: C1=C(C(=O)NC(=O)N1)N(CCCl)CCCl. Cell line: IGROV1. Synergy scores: CSS=21.6, Synergy_ZIP=0.341, Synergy_Bliss=-0.926, Synergy_Loewe=-1.97, Synergy_HSA=-0.835. (3) Drug 1: CCC1=CC2CC(C3=C(CN(C2)C1)C4=CC=CC=C4N3)(C5=C(C=C6C(=C5)C78CCN9C7C(C=CC9)(C(C(C8N6C)(C(=O)OC)O)OC(=O)C)CC)OC)C(=O)OC.C(C(C(=O)O)O)(C(=O)O)O. Drug 2: CC1C(C(CC(O1)OC2CC(CC3=C2C(=C4C(=C3O)C(=O)C5=C(C4=O)C(=CC=C5)OC)O)(C(=O)C)O)N)O.Cl. Cell line: CAKI-1. Synergy scores: CSS=57.4, Synergy_ZIP=-7.79, Synergy_Bliss=-3.40, Synergy_Loewe=0.796, Synergy_HSA=2.44. (4) Drug 1: CC1=CC2C(CCC3(C2CCC3(C(=O)C)OC(=O)C)C)C4(C1=CC(=O)CC4)C. Drug 2: C1CC(C1)(C(=O)O)C(=O)O.[NH2-].[NH2-].[Pt+2]. Cell line: ACHN. Synergy scores: CSS=48.5, Synergy_ZIP=-3.14, Synergy_Bliss=-2.82, Synergy_Loewe=-16.5, Synergy_HSA=-2.18. (5) Drug 1: CC(C1=C(C=CC(=C1Cl)F)Cl)OC2=C(N=CC(=C2)C3=CN(N=C3)C4CCNCC4)N. Drug 2: CN(C(=O)NC(C=O)C(C(C(CO)O)O)O)N=O. Cell line: M14. Synergy scores: CSS=-8.51, Synergy_ZIP=0.920, Synergy_Bliss=-6.44, Synergy_Loewe=-9.28, Synergy_HSA=-9.86. (6) Synergy scores: CSS=25.8, Synergy_ZIP=-6.93, Synergy_Bliss=0.803, Synergy_Loewe=0.775, Synergy_HSA=0.749. Cell line: SF-268. Drug 1: CC1C(C(CC(O1)OC2CC(CC3=C2C(=C4C(=C3O)C(=O)C5=C(C4=O)C(=CC=C5)OC)O)(C(=O)CO)O)N)O.Cl. Drug 2: C1=CC(=CC=C1CC(C(=O)O)N)N(CCCl)CCCl.Cl. (7) Drug 1: C1=CN(C(=O)N=C1N)C2C(C(C(O2)CO)O)O.Cl. Drug 2: CC1C(C(CC(O1)OC2CC(CC3=C2C(=C4C(=C3O)C(=O)C5=CC=CC=C5C4=O)O)(C(=O)C)O)N)O. Cell line: SF-268. Synergy scores: CSS=46.1, Synergy_ZIP=1.81, Synergy_Bliss=1.93, Synergy_Loewe=-0.0150, Synergy_HSA=5.74. (8) Drug 1: C1=C(C(=O)NC(=O)N1)N(CCCl)CCCl. Drug 2: CCN(CC)CCNC(=O)C1=C(NC(=C1C)C=C2C3=C(C=CC(=C3)F)NC2=O)C. Cell line: HOP-92. Synergy scores: CSS=25.4, Synergy_ZIP=-3.89, Synergy_Bliss=-1.80, Synergy_Loewe=-5.85, Synergy_HSA=-5.72. (9) Drug 1: C1=CC(=C2C(=C1NCCNCCO)C(=O)C3=C(C=CC(=C3C2=O)O)O)NCCNCCO. Drug 2: CC1=C2C(C(=O)C3(C(CC4C(C3C(C(C2(C)C)(CC1OC(=O)C(C(C5=CC=CC=C5)NC(=O)OC(C)(C)C)O)O)OC(=O)C6=CC=CC=C6)(CO4)OC(=O)C)O)C)O. Cell line: HCT116. Synergy scores: CSS=43.5, Synergy_ZIP=-5.83, Synergy_Bliss=-7.99, Synergy_Loewe=-9.38, Synergy_HSA=-4.10.